From a dataset of NCI-60 drug combinations with 297,098 pairs across 59 cell lines. Regression. Given two drug SMILES strings and cell line genomic features, predict the synergy score measuring deviation from expected non-interaction effect. Drug 1: CC1OCC2C(O1)C(C(C(O2)OC3C4COC(=O)C4C(C5=CC6=C(C=C35)OCO6)C7=CC(=C(C(=C7)OC)O)OC)O)O. Drug 2: CC(C)(C#N)C1=CC(=CC(=C1)CN2C=NC=N2)C(C)(C)C#N. Cell line: NCI-H460. Synergy scores: CSS=33.9, Synergy_ZIP=-0.720, Synergy_Bliss=-2.87, Synergy_Loewe=-7.53, Synergy_HSA=-2.30.